Dataset: NCI-60 drug combinations with 297,098 pairs across 59 cell lines. Task: Regression. Given two drug SMILES strings and cell line genomic features, predict the synergy score measuring deviation from expected non-interaction effect. (1) Drug 1: CN(CCCl)CCCl.Cl. Drug 2: C1CN(P(=O)(OC1)NCCCl)CCCl. Cell line: SW-620. Synergy scores: CSS=17.6, Synergy_ZIP=-6.75, Synergy_Bliss=0.799, Synergy_Loewe=-27.0, Synergy_HSA=-0.569. (2) Drug 1: C1CC(CCC1OC2=C(C(=CC=C2)Cl)F)(CC3=NC(=CC=C3)NC4=NC=CS4)C(=O)O. Drug 2: COCCOC1=C(C=C2C(=C1)C(=NC=N2)NC3=CC=CC(=C3)C#C)OCCOC. Cell line: T-47D. Synergy scores: CSS=33.4, Synergy_ZIP=5.18, Synergy_Bliss=5.71, Synergy_Loewe=9.04, Synergy_HSA=11.2. (3) Drug 2: C1=CC=C(C=C1)NC(=O)CCCCCCC(=O)NO. Synergy scores: CSS=8.23, Synergy_ZIP=-2.66, Synergy_Bliss=3.57, Synergy_Loewe=-11.8, Synergy_HSA=-2.63. Cell line: KM12. Drug 1: CCC(=C(C1=CC=CC=C1)C2=CC=C(C=C2)OCCN(C)C)C3=CC=CC=C3.C(C(=O)O)C(CC(=O)O)(C(=O)O)O.